This data is from Reaction yield outcomes from USPTO patents with 853,638 reactions. The task is: Predict the reaction yield, written as a fraction of the theoretical maximum amount of product (1.0 means a 100% yield; for example, 0.34 means a 34% yield). The reactants are [CH:1]([C:3]1[N:8]=[CH:7][C:6]([C:9]2[CH:17]=[CH:16][C:12]([C:13]([NH2:15])=[O:14])=[CH:11][CH:10]=2)=[CH:5][CH:4]=1)=[O:2].[CH2:18]([Mg]Br)[CH3:19]. The catalyst is C1COCC1.C(OCC)(=O)C. The product is [OH:2][CH:1]([C:3]1[N:8]=[CH:7][C:6]([C:9]2[CH:17]=[CH:16][C:12]([C:13]([NH2:15])=[O:14])=[CH:11][CH:10]=2)=[CH:5][CH:4]=1)[CH2:18][CH3:19]. The yield is 0.510.